Binary Classification. Given a T-cell receptor sequence (or CDR3 region) and an epitope sequence, predict whether binding occurs between them. From a dataset of TCR-epitope binding with 47,182 pairs between 192 epitopes and 23,139 TCRs. (1) The epitope is VTIAEILLI. The TCR CDR3 sequence is CASSQGGGMSHEQYF. Result: 1 (the TCR binds to the epitope). (2) The epitope is KAFSPEVIPMF. The TCR CDR3 sequence is CASSAGGIQYF. Result: 0 (the TCR does not bind to the epitope).